This data is from Forward reaction prediction with 1.9M reactions from USPTO patents (1976-2016). The task is: Predict the product of the given reaction. Given the reactants Cl[C:2]1[C:11]2[C:6](=[CH:7][CH:8]=[C:9]([I:12])[CH:10]=2)[N:5]=[C:4]([CH3:13])[C:3]=1[S:14]([CH3:17])(=[O:16])=[O:15].[NH:18]1[CH2:23][CH2:22][CH2:21][CH2:20][CH2:19]1.C(N(CC)C(C)C)(C)C, predict the reaction product. The product is: [I:12][C:9]1[CH:10]=[C:11]2[C:6](=[CH:7][CH:8]=1)[N:5]=[C:4]([CH3:13])[C:3]([S:14]([CH3:17])(=[O:16])=[O:15])=[C:2]2[N:18]1[CH2:23][CH2:22][CH2:21][CH2:20][CH2:19]1.